This data is from Peptide-MHC class I binding affinity with 185,985 pairs from IEDB/IMGT. The task is: Regression. Given a peptide amino acid sequence and an MHC pseudo amino acid sequence, predict their binding affinity value. This is MHC class I binding data. (1) The peptide sequence is RLATVGYPK. The MHC is HLA-B53:01 with pseudo-sequence HLA-B53:01. The binding affinity (normalized) is 0.213. (2) The peptide sequence is CYMHVSDFY. The MHC is HLA-B18:01 with pseudo-sequence HLA-B18:01. The binding affinity (normalized) is 0.0847. (3) The peptide sequence is HVDGKILFV. The MHC is HLA-A68:02 with pseudo-sequence HLA-A68:02. The binding affinity (normalized) is 0.326. (4) The peptide sequence is KVVIFILL. The MHC is H-2-Kb with pseudo-sequence H-2-Kb. The binding affinity (normalized) is 0.664. (5) The peptide sequence is TSDYINTSL. The MHC is HLA-B27:05 with pseudo-sequence HLA-B27:05. The binding affinity (normalized) is 0.0847. (6) The peptide sequence is VLIDAGLPK. The MHC is HLA-A03:01 with pseudo-sequence HLA-A03:01. The binding affinity (normalized) is 0.467.